Dataset: Catalyst prediction with 721,799 reactions and 888 catalyst types from USPTO. Task: Predict which catalyst facilitates the given reaction. (1) Reactant: [Br-:1].[Br-].[Br-].C1([N+](C)(C)C)C=CC=CC=1.C1([N+](C)(C)C)C=CC=CC=1.C1([N+](C)(C)C)C=CC=CC=1.[C:34]([C:39]1[CH:40]=[C:41]([CH:46]=[CH:47][CH:48]=1)[C:42]([O:44][CH3:45])=[O:43])(=[O:38])[CH:35]([CH3:37])[CH3:36]. Product: [CH3:45][O:44][C:42]([C:41]1[CH:40]=[C:39]([C:34](=[O:38])[C:35]([Br:1])([CH3:37])[CH3:36])[CH:48]=[CH:47][CH:46]=1)=[O:43]. The catalyst class is: 7. (2) Reactant: [CH3:1][S:2](Cl)(=[O:4])=[O:3].[OH:6][CH2:7][CH2:8][C:9]1[CH:14]=[CH:13][C:12]([C:15]2[N:19]([C:20]3[CH:25]=[CH:24][C:23]([O:26][CH3:27])=[CH:22][CH:21]=3)[N:18]=[C:17]([C:28]([N:30]([O:32][CH3:33])[CH3:31])=[O:29])[CH:16]=2)=[CH:11][CH:10]=1. Product: [CH3:1][S:2]([O:6][CH2:7][CH2:8][C:9]1[CH:10]=[CH:11][C:12]([C:15]2[N:19]([C:20]3[CH:25]=[CH:24][C:23]([O:26][CH3:27])=[CH:22][CH:21]=3)[N:18]=[C:17]([C:28]([N:30]([O:32][CH3:33])[CH3:31])=[O:29])[CH:16]=2)=[CH:13][CH:14]=1)(=[O:4])=[O:3]. The catalyst class is: 424. (3) Reactant: [Br:1][C:2]1[CH:11]=[C:10]2[C:5]([CH2:6][CH2:7][NH:8][C:9]2=[O:12])=[CH:4][CH:3]=1.[F:13][C:14]1[CH:19]=[CH:18][C:17](I)=[CH:16][CH:15]=1.C(=O)([O-])[O-].[K+].[K+]. Product: [Br:1][C:2]1[CH:11]=[C:10]2[C:5]([CH2:6][CH2:7][N:8]([C:17]3[CH:18]=[CH:19][C:14]([F:13])=[CH:15][CH:16]=3)[C:9]2=[O:12])=[CH:4][CH:3]=1. The catalyst class is: 122.